Task: Predict the reaction yield, written as a fraction of the theoretical maximum amount of product (1.0 means a 100% yield; for example, 0.34 means a 34% yield).. Dataset: Reaction yield outcomes from USPTO patents with 853,638 reactions (1) The reactants are [CH2:1]([N:8]1[C:13](=[O:14])[CH2:12][CH2:11][C:10]([CH2:15][C:16]2[C:24]3[C:19](=[CH:20][CH:21]=[C:22]([F:25])[CH:23]=3)[N:18]([CH2:26][C:27]([O:29]C)=[O:28])[C:17]=2[CH3:31])=[N:9]1)[C:2]1[CH:7]=[CH:6][CH:5]=[CH:4][CH:3]=1.O.[OH-].[Li+]. No catalyst specified. The product is [CH2:1]([N:8]1[C:13](=[O:14])[CH2:12][CH2:11][C:10]([CH2:15][C:16]2[C:24]3[C:19](=[CH:20][CH:21]=[C:22]([F:25])[CH:23]=3)[N:18]([CH2:26][C:27]([OH:29])=[O:28])[C:17]=2[CH3:31])=[N:9]1)[C:2]1[CH:7]=[CH:6][CH:5]=[CH:4][CH:3]=1. The yield is 0.270. (2) The reactants are [Cl:1][C:2]1[C:11]2[C:6](=[CH:7][C:8]([O:26][CH3:27])=[C:9]([O:12][CH2:13][C@H:14]3[CH2:18][CH2:17][CH2:16][N:15]3C(OC(C)(C)C)=O)[CH:10]=2)[N:5]=[CH:4][N:3]=1.[Cl:28][C:29]1[C:30]([F:36])=[C:31]([CH:33]=[CH:34][CH:35]=1)[NH2:32]. No catalyst specified. The product is [ClH:1].[Cl:28][C:29]1[C:30]([F:36])=[C:31]([CH:33]=[CH:34][CH:35]=1)[NH:32][C:2]1[C:11]2[C:6](=[CH:7][C:8]([O:26][CH3:27])=[C:9]([O:12][CH2:13][C@H:14]3[CH2:18][CH2:17][CH2:16][NH:15]3)[CH:10]=2)[N:5]=[CH:4][N:3]=1. The yield is 1.00. (3) The reactants are [Br:1][C:2]1[C:11]2[O:10][C:9]([CH3:13])([CH3:12])[C:8](=O)[NH:7][C:6]=2[CH:5]=[CH:4][CH:3]=1.CSC.B.[ClH:19]. The catalyst is O1CCCC1. The product is [ClH:19].[Br:1][C:2]1[C:11]2[O:10][C:9]([CH3:13])([CH3:12])[CH2:8][NH:7][C:6]=2[CH:5]=[CH:4][CH:3]=1. The yield is 0.920.